From a dataset of Forward reaction prediction with 1.9M reactions from USPTO patents (1976-2016). Predict the product of the given reaction. Given the reactants [CH3:1][O:2][C:3](=[O:24])[CH2:4][CH:5]1[CH2:10][CH2:9][CH:8]([C:11]2[N:16]=[CH:15][C:14]([NH:17][C:18](=[O:23])[C:19](OC)=[O:20])=[CH:13][CH:12]=2)[CH2:7][CH2:6]1.O.[NH2:26][NH2:27], predict the reaction product. The product is: [NH:26]([C:19](=[O:20])[C:18]([NH:17][C:14]1[CH:13]=[CH:12][C:11]([C@H:8]2[CH2:9][CH2:10][C@H:5]([CH2:4][C:3]([O:2][CH3:1])=[O:24])[CH2:6][CH2:7]2)=[N:16][CH:15]=1)=[O:23])[NH2:27].